This data is from TCR-epitope binding with 47,182 pairs between 192 epitopes and 23,139 TCRs. The task is: Binary Classification. Given a T-cell receptor sequence (or CDR3 region) and an epitope sequence, predict whether binding occurs between them. (1) The epitope is LEPLVDLPI. The TCR CDR3 sequence is CASSSRPSYNEQFF. Result: 1 (the TCR binds to the epitope). (2) The epitope is IVTDFSVIK. The TCR CDR3 sequence is CASSPRTAQETQYF. Result: 0 (the TCR does not bind to the epitope).